This data is from Full USPTO retrosynthesis dataset with 1.9M reactions from patents (1976-2016). The task is: Predict the reactants needed to synthesize the given product. Given the product [Br:1][C:2]1[CH:3]=[N:4][C:5]2[CH:6]([OH:15])[CH2:7][CH2:8][C:9]=2[CH:10]=1, predict the reactants needed to synthesize it. The reactants are: [Br:1][C:2]1[CH:3]=[N+:4]([O-])[C:5]2[CH2:6][CH2:7][CH2:8][C:9]=2[CH:10]=1.FC(F)(F)C(OC(=O)C(F)(F)F)=[O:15].